From a dataset of Reaction yield outcomes from USPTO patents with 853,638 reactions. Predict the reaction yield, written as a fraction of the theoretical maximum amount of product (1.0 means a 100% yield; for example, 0.34 means a 34% yield). The reactants are [CH3:1][CH:2]1[CH2:4][CH:3]1[CH2:5][O:6][C:7]1[CH:14]=[CH:13][CH:12]=[C:11]([N+:15]([O-])=O)[C:8]=1[C:9]#[N:10]. The yield is 0.790. The product is [NH2:15][C:11]1[CH:12]=[CH:13][CH:14]=[C:7]([O:6][CH2:5][CH:3]2[CH2:4][CH:2]2[CH3:1])[C:8]=1[C:9]#[N:10]. The catalyst is CCOC(C)=O.CCO.[Pd].